From a dataset of Forward reaction prediction with 1.9M reactions from USPTO patents (1976-2016). Predict the product of the given reaction. Given the reactants [CH2:1]([C:5]1[C:9](/[CH:10]=[CH:11]/[C:12]2[S:13][C:14]([C:18]([OH:20])=O)=[C:15]([CH3:17])[N:16]=2)=[C:8]([CH3:21])[O:7][N:6]=1)[CH2:2][CH2:3][CH3:4].[F:22][C:23]([F:27])([F:26])[CH2:24][NH2:25], predict the reaction product. The product is: [F:22][C:23]([F:27])([F:26])[CH2:24][NH:25][C:18]([C:14]1[S:13][C:12](/[CH:11]=[CH:10]/[C:9]2[C:5]([CH2:1][CH2:2][CH2:3][CH3:4])=[N:6][O:7][C:8]=2[CH3:21])=[N:16][C:15]=1[CH3:17])=[O:20].